Dataset: Reaction yield outcomes from USPTO patents with 853,638 reactions. Task: Predict the reaction yield, written as a fraction of the theoretical maximum amount of product (1.0 means a 100% yield; for example, 0.34 means a 34% yield). (1) The reactants are [CH2:1]([N:3]1[C:8]2[N:9]=[C:10](S(C)=O)[N:11]=[CH:12][C:7]=2[CH:6]=[C:5]([C:16]2[CH:21]=[CH:20][CH:19]=[CH:18][CH:17]=2)[C:4]1=[O:22])[CH3:2].[C:23]([O:27][C:28]([N:30]1[CH2:35][CH2:34][N:33]([C:36]2[CH:41]=[CH:40][C:39]([NH2:42])=[CH:38][C:37]=2[F:43])[CH2:32][CH2:31]1)=[O:29])([CH3:26])([CH3:25])[CH3:24]. No catalyst specified. The product is [CH2:1]([N:3]1[C:8]2[N:9]=[C:10]([NH:42][C:39]3[CH:40]=[CH:41][C:36]([N:33]4[CH2:34][CH2:35][N:30]([C:28]([O:27][C:23]([CH3:25])([CH3:24])[CH3:26])=[O:29])[CH2:31][CH2:32]4)=[C:37]([F:43])[CH:38]=3)[N:11]=[CH:12][C:7]=2[CH:6]=[C:5]([C:16]2[CH:21]=[CH:20][CH:19]=[CH:18][CH:17]=2)[C:4]1=[O:22])[CH3:2]. The yield is 0.210. (2) The reactants are [OH:1][C@H:2]1[CH2:23][CH2:22][C@@:21]2([CH3:24])[C@@H:4]([CH2:5][CH2:6][C@:7]3([CH3:33])[C:20]2=[CH:19][C:18](=[O:25])[C@H:17]2[C@@:8]3([CH3:32])[CH2:9][CH2:10][C@:11]3([CH3:31])[C@H:16]2[CH2:15][C@@:14]([CH3:30])([C:26]([O:28][CH3:29])=[O:27])[CH2:13][CH2:12]3)[C:3]1([CH3:35])[CH3:34].ClCCl.C(=O)(O)[O-].[Na+].CC(OI1(OC(C)=O)(OC(C)=O)OC(=O)C2C=CC=CC1=2)=O. The catalyst is C(OCC)(=O)C.CCCCCC. The product is [CH3:30][C@:14]1([C:26]([O:28][CH3:29])=[O:27])[CH2:13][CH2:12][C@@:11]2([CH3:31])[C@H:16]([C@@H:17]3[C@@:8]([CH3:32])([CH2:9][CH2:10]2)[C@@:7]2([CH3:33])[C:20]([C@:21]4([CH3:24])[C@@H:4]([CH2:5][CH2:6]2)[C:3]([CH3:34])([CH3:35])[C:2](=[O:1])[CH2:23][CH2:22]4)=[CH:19][C:18]3=[O:25])[CH2:15]1. The yield is 0.850. (3) The reactants are [F:1][C:2]([F:8])([F:7])[C:3](=O)[CH:4]=O.[CH2:9]([NH:16][CH2:17][CH2:18][NH2:19])[C:10]1[CH:15]=[CH:14][CH:13]=[CH:12][CH:11]=1.[BH3-]C#N.[Na+].[OH-].[Na+]. The catalyst is CN(C=O)C. The product is [CH2:9]([N:16]1[CH2:17][CH2:18][NH:19][CH:3]([C:2]([F:8])([F:7])[F:1])[CH2:4]1)[C:10]1[CH:15]=[CH:14][CH:13]=[CH:12][CH:11]=1. The yield is 0.120.